From a dataset of Full USPTO retrosynthesis dataset with 1.9M reactions from patents (1976-2016). Predict the reactants needed to synthesize the given product. (1) Given the product [Cl:24][C:25]1[CH:30]=[CH:29][C:28]([CH:31]([NH:33][C:21]([C:10]2[CH:9]=[C:8]([C:5]3[CH:4]=[CH:3][C:2]([CH3:1])=[CH:7][CH:6]=3)[CH:13]=[C:12]([C:14]([N:16]3[CH2:17][CH2:18][CH2:19][CH2:20]3)=[O:15])[CH:11]=2)=[O:23])[CH3:32])=[CH:27][C:26]=1[S:34]([CH3:37])(=[O:35])=[O:36], predict the reactants needed to synthesize it. The reactants are: [CH3:1][C:2]1[CH:7]=[CH:6][C:5]([C:8]2[CH:13]=[C:12]([C:14]([N:16]3[CH2:20][CH2:19][CH2:18][CH2:17]3)=[O:15])[CH:11]=[C:10]([C:21]([OH:23])=O)[CH:9]=2)=[CH:4][CH:3]=1.[Cl:24][C:25]1[CH:30]=[CH:29][C:28]([CH:31]([NH2:33])[CH3:32])=[CH:27][C:26]=1[S:34]([CH3:37])(=[O:36])=[O:35].F[P-](F)(F)(F)(F)F.C[N+](C)=C(N(C)C)ON1C2N=CC=CC=2N=N1.C(N(CC)C(C)C)(C)C. (2) Given the product [NH2:18][C:2]1[C:7]2[N:8]=[CH:9][N:10]([C@@H:11]3[CH2:15][C@H:14]([OH:16])[CH:13]=[CH:12]3)[C:6]=2[C:5]([F:17])=[CH:4][N:3]=1, predict the reactants needed to synthesize it. The reactants are: F[C:2]1[C:7]2[N:8]=[CH:9][N:10]([C@@H:11]3[CH2:15][C@H:14]([OH:16])[CH:13]=[CH:12]3)[C:6]=2[C:5]([F:17])=[CH:4][N:3]=1.[NH3:18]. (3) The reactants are: C(#[N:3])C.C([N-]C(C)C)(C)C.[Li+].[CH3:12][O:13][C:14]1[S:18][C:17]([CH2:19][CH2:20][C:21](OC)=O)=[CH:16][CH:15]=1.Cl.NN.[NH:28]1C=[CH:31][CH:30]=[N:29]1. Given the product [CH3:12][O:13][C:14]1[S:18][C:17]([CH2:19][CH2:20][C:21]2[NH:28][N:29]=[C:30]([NH2:3])[CH:31]=2)=[CH:16][CH:15]=1, predict the reactants needed to synthesize it. (4) Given the product [C:31]([O:21][C@@H:16]([C:13]1[C:14]([I:15])=[C:9]2[CH:8]=[CH:7][N:6]([CH2:5][C:4]3[CH:23]=[CH:24][C:25]([F:26])=[C:2]([F:1])[CH:3]=3)[C:10]2=[N:11][C:12]=1[CH3:22])[C:17]([O:19][CH3:20])=[O:18])([CH3:34])([CH3:33])[CH3:32], predict the reactants needed to synthesize it. The reactants are: [F:1][C:2]1[CH:3]=[C:4]([CH:23]=[CH:24][C:25]=1[F:26])[CH2:5][N:6]1[C:10]2=[N:11][C:12]([CH3:22])=[C:13]([C@H:16]([OH:21])[C:17]([O:19][CH3:20])=[O:18])[C:14]([I:15])=[C:9]2[CH:8]=[CH:7]1.C(O[C:31]([CH3:34])([CH3:33])[CH3:32])(=O)C.Cl(O)(=O)(=O)=O. (5) Given the product [C:57]1([CH3:66])[CH:62]=[CH:61][CH:60]=[CH:59][C:58]=1[C:6]1[C:5]([C:1]([CH3:3])([CH3:2])[CH3:4])=[CH:17][C:16]2[C:15]3[C:10](=[CH:11][C:12]([C:41]4[CH:40]=[CH:39][CH:38]=[CH:37][C:42]=4[CH3:43])=[C:13]([C:18]([CH3:21])([CH3:20])[CH3:19])[CH:14]=3)[CH2:9][C:8]=2[CH:7]=1, predict the reactants needed to synthesize it. The reactants are: [C:1]([C:5]1[C:6](Br)=[CH:7][C:8]2[CH2:9][C:10]3[C:15]([C:16]=2[CH:17]=1)=[CH:14][C:13]([C:18]([CH3:21])([CH3:20])[CH3:19])=[C:12](Br)[CH:11]=3)([CH3:4])([CH3:3])[CH3:2].C1CCC(P([C:37]2[C:42]([C:43]3C=CC=CC=3)=[CH:41][CH:40]=[CH:39][CH:38]=2)C2CCCCC2)CC1.P([O-])([O-])([O-])=O.[K+].[K+].[K+].[C:57]1([CH3:66])[CH:62]=[CH:61][CH:60]=[CH:59][C:58]=1B(O)O. (6) Given the product [F:42][C:43]1[C:51]([F:52])=[CH:50][CH:49]=[C:48]([N:38]2[N:39]=[CH:40][CH:41]=[N:37]2)[C:44]=1[C:45]([OH:47])=[O:46], predict the reactants needed to synthesize it. The reactants are: N1N(C2C=CC(C(F)(F)F)=CC=2C(O)=O)N=CC=1.N1(C2C=CC(C(F)(F)F)=CC=2C(O)=O)C=CN=N1.[N:37]1[NH:38][N:39]=[CH:40][CH:41]=1.[F:42][C:43]1[C:51]([F:52])=[CH:50][CH:49]=[C:48](I)[C:44]=1[C:45]([OH:47])=[O:46].